Dataset: Forward reaction prediction with 1.9M reactions from USPTO patents (1976-2016). Task: Predict the product of the given reaction. (1) Given the reactants [Br:1][C:2]1[CH:3]=[N+:4]([O-])[CH:5]=[CH:6][CH:7]=1.[N:9]1C=CC=C[CH:10]=1, predict the reaction product. The product is: [C-:3]#[N:4].[Br:1][C:2]1[C:3]([C:10]#[N:9])=[N:4][CH:5]=[CH:6][CH:7]=1. (2) Given the reactants I.[C@H:2]1([NH:11][C:12]2[CH:21]=[CH:20][C:19]3[C:14](=[CH:15][CH:16]=[C:17]([NH:22][C:23](=[NH:26])SC)[CH:18]=3)[N:13]=2)[C:10]2[C:5](=[CH:6][CH:7]=[CH:8][CH:9]=2)[CH2:4][CH2:3]1.[CH3:27][N:28]1[CH2:33][CH2:32][CH:31]([NH2:34])[CH2:30][CH2:29]1, predict the reaction product. The product is: [C@H:2]1([NH:11][C:12]2[CH:21]=[CH:20][C:19]3[C:14](=[CH:15][CH:16]=[C:17]([NH:22][C:23]([NH:34][CH:31]4[CH2:32][CH2:33][N:28]([CH3:27])[CH2:29][CH2:30]4)=[NH:26])[CH:18]=3)[N:13]=2)[C:10]2[C:5](=[CH:6][CH:7]=[CH:8][CH:9]=2)[CH2:4][CH2:3]1. (3) Given the reactants C(OC([C:11]1[NH:15][C:14]([CH3:16])=[C:13]([CH2:17][CH2:18][C:19]([O:21][CH3:22])=[O:20])[C:12]=1[CH3:23])=O)C1C=CC=CC=1, predict the reaction product. The product is: [CH3:22][O:21][C:19]([CH2:18][CH2:17][C:13]1[C:12]([CH3:23])=[CH:11][NH:15][C:14]=1[CH3:16])=[O:20].